From a dataset of Forward reaction prediction with 1.9M reactions from USPTO patents (1976-2016). Predict the product of the given reaction. (1) The product is: [CH:1]([C:5]1[C:6]([CH3:20])=[CH:7][C:8]([I:19])=[C:9]([CH:18]=1)[O:10][C:11](=[CH:14][NH:15][C:17]1[CH:27]=[CH:28][CH:23]=[CH:24][CH:25]=1)[C:12]#[N:13])=[CH:2][CH:3]=[CH2:4]. Given the reactants [CH:1]([C:5]1[C:6]([CH3:20])=[CH:7][C:8]([I:19])=[C:9]([CH:18]=1)[O:10][C:11](=[CH:14][N:15]([CH3:17])C)[C:12]#[N:13])=[CH:2][CH:3]=[CH2:4].Cl.N[C:23]1[CH:28]=[CH:27]C=[CH:25][CH:24]=1, predict the reaction product. (2) Given the reactants [NH2:1][C:2]1[N:7]=[CH:6][N:5]=[C:4]2[N:8]([CH:12]([C:14]3[CH:21]=[C:20]([Cl:22])[C:17]([C:18]#[N:19])=[C:16]([CH:23]4[CH2:26][NH:25][CH2:24]4)[C:15]=3[O:27][CH2:28][CH3:29])[CH3:13])[N:9]=[C:10]([CH3:11])[C:3]=12.C=O.[C:32]([BH3-])#N.[Na+], predict the reaction product. The product is: [NH2:1][C:2]1[N:7]=[CH:6][N:5]=[C:4]2[N:8]([CH:12]([C:14]3[CH:21]=[C:20]([Cl:22])[C:17]([C:18]#[N:19])=[C:16]([CH:23]4[CH2:24][N:25]([CH3:32])[CH2:26]4)[C:15]=3[O:27][CH2:28][CH3:29])[CH3:13])[N:9]=[C:10]([CH3:11])[C:3]=12.